Dataset: TCR-epitope binding with 47,182 pairs between 192 epitopes and 23,139 TCRs. Task: Binary Classification. Given a T-cell receptor sequence (or CDR3 region) and an epitope sequence, predict whether binding occurs between them. The epitope is TLIGDCATV. The TCR CDR3 sequence is CASSDTGGNQPQHF. Result: 0 (the TCR does not bind to the epitope).